This data is from Forward reaction prediction with 1.9M reactions from USPTO patents (1976-2016). The task is: Predict the product of the given reaction. (1) Given the reactants [Br:1][C:2]1[CH:6]=[CH:5][S:4][C:3]=1[CH:7]=O.[CH3:9][C:10]1[N:14](C(C2C=CC=CC=2)(C2C=CC=CC=2)C2C=CC=CC=2)[CH:13]=[N:12][C:11]=1[CH2:34][O:35][CH:36]1[CH2:41][CH2:40][NH:39][CH2:38][CH2:37]1, predict the reaction product. The product is: [Br:1][C:2]1[CH:6]=[CH:5][S:4][C:3]=1[CH2:7][N:39]1[CH2:40][CH2:41][CH:36]([O:35][CH2:34][C:11]2[N:12]=[CH:13][NH:14][C:10]=2[CH3:9])[CH2:37][CH2:38]1. (2) Given the reactants [N:1]1[CH:6]=[CH:5][CH:4]=[CH:3][C:2]=1[CH2:7][CH2:8][N:9]1[CH2:14][CH2:13][N:12]([C:15]2[C:23]3[O:22][C:21]([C:24]([O-])=[O:25])=[CH:20][C:19]=3[CH:18]=[CH:17][CH:16]=2)[CH2:11][CH2:10]1.[Li+].[C:28]1([N:34]2[CH2:39][CH2:38][CH:37]([NH2:40])[CH2:36][CH2:35]2)[CH:33]=[CH:32][CH:31]=[CH:30][CH:29]=1, predict the reaction product. The product is: [C:28]1([N:34]2[CH2:35][CH2:36][CH:37]([NH:40][C:24]([C:21]3[O:22][C:23]4[C:15]([N:12]5[CH2:13][CH2:14][N:9]([CH2:8][CH2:7][C:2]6[CH:3]=[CH:4][CH:5]=[CH:6][N:1]=6)[CH2:10][CH2:11]5)=[CH:16][CH:17]=[CH:18][C:19]=4[CH:20]=3)=[O:25])[CH2:38][CH2:39]2)[CH:33]=[CH:32][CH:31]=[CH:30][CH:29]=1. (3) The product is: [NH:8]1[CH2:11][CH:10]([N:12]2[CH2:17][CH2:16][N:15]([C:18]([O:20][C:21]([CH3:22])([CH3:23])[CH3:24])=[O:19])[CH2:14][CH:13]2[CH2:25][CH2:26][OH:27])[CH2:9]1. Given the reactants C1(C(C2C=CC=CC=2)[N:8]2[CH2:11][CH:10]([N:12]3[CH2:17][CH2:16][N:15]([C:18]([O:20][C:21]([CH3:24])([CH3:23])[CH3:22])=[O:19])[CH2:14][CH:13]3[CH2:25][CH2:26][OH:27])[CH2:9]2)C=CC=CC=1, predict the reaction product. (4) Given the reactants [NH2:1][C@@H:2]([CH2:13][CH:14]1[CH2:19][CH2:18][CH2:17][CH2:16][CH2:15]1)[CH2:3][N:4]([CH3:12])[C:5](=[O:11])[O:6][C:7]([CH3:10])([CH3:9])[CH3:8].C1N=CN([C:25]([N:27]2[CH:31]=N[CH:29]=[CH:28]2)=[O:26])C=1.CCN(C(C)C)C(C)C.[F:41][C:42]1[CH:43]=[C:44]([C@@H:48]([C@@H:57]2CCCN[CH2:58]2)[O:49][CH2:50][CH2:51][NH:52][C:53](=[O:56])[O:54][CH3:55])[CH:45]=[CH:46][CH:47]=1, predict the reaction product. The product is: [CH:14]1([CH2:13][C@H:2]([NH:1][C:25]([N:27]2[CH2:28][CH2:29][CH2:58][C@@H:57]([C@H:48]([C:44]3[CH:45]=[CH:46][CH:47]=[C:42]([F:41])[CH:43]=3)[O:49][CH2:50][CH2:51][NH:52][C:53](=[O:56])[O:54][CH3:55])[CH2:31]2)=[O:26])[CH2:3][N:4]([CH3:12])[C:5]([O:6][C:7]([CH3:9])([CH3:10])[CH3:8])=[O:11])[CH2:15][CH2:16][CH2:17][CH2:18][CH2:19]1. (5) Given the reactants [OH-].[Na+].[Cl:3][C:4]1[CH:5]=[C:6]([C@H:10]([S:24][CH2:25][C:26]([O:28]C)=O)[C@@H:11]([C:17]2[CH:22]=[CH:21][C:20]([Cl:23])=[CH:19][CH:18]=2)[NH:12][CH2:13][CH:14]2[CH2:16][CH2:15]2)[CH:7]=[CH:8][CH:9]=1.Cl.C(Cl)(=O)C(Cl)=O, predict the reaction product. The product is: [Cl:3][C:4]1[CH:5]=[C:6]([C@H:10]2[C@@H:11]([C:17]3[CH:22]=[CH:21][C:20]([Cl:23])=[CH:19][CH:18]=3)[N:12]([CH2:13][CH:14]3[CH2:16][CH2:15]3)[C:26](=[O:28])[CH2:25][S:24]2)[CH:7]=[CH:8][CH:9]=1.